Task: Predict the reactants needed to synthesize the given product.. Dataset: Full USPTO retrosynthesis dataset with 1.9M reactions from patents (1976-2016) (1) Given the product [Cl:1][C:2]1[CH:3]=[CH:4][C:5]2[NH:11][C:10](=[N:12][NH:13][C:34](=[O:35])[CH2:33][O:32][CH3:31])[C@@H:9]([CH2:14][C:15]([O:17][CH2:18][CH3:19])=[O:16])[O:8][C@H:7]([C:20]3[CH:25]=[CH:24][CH:23]=[C:22]([O:26][CH3:27])[C:21]=3[O:28][CH3:29])[C:6]=2[CH:30]=1, predict the reactants needed to synthesize it. The reactants are: [Cl:1][C:2]1[CH:3]=[CH:4][C:5]2[NH:11][C:10](=[N:12][NH2:13])[C@@H:9]([CH2:14][C:15]([O:17][CH2:18][CH3:19])=[O:16])[O:8][C@H:7]([C:20]3[CH:25]=[CH:24][CH:23]=[C:22]([O:26][CH3:27])[C:21]=3[O:28][CH3:29])[C:6]=2[CH:30]=1.[CH3:31][O:32][CH2:33][C:34](Cl)=[O:35].C(=O)(O)[O-].[Na+]. (2) Given the product [O:1]1[C:5]2[CH:6]=[CH:7][CH:8]=[CH:9][C:4]=2[CH:3]=[C:2]1[C:10]1[CH:19]=[CH:18][C:17]([OH:20])=[C:16]2[C:11]=1[CH:12]=[CH:13][CH:14]=[N:15]2.[O:22]1[C:26]2[CH:27]=[CH:28][CH:29]=[CH:30][C:25]=2[CH:24]=[C:23]1[C:31]1[CH:40]=[CH:39][C:38]([O:41][CH2:43][C:44]#[N:45])=[C:37]2[C:32]=1[CH:33]=[CH:34][CH:35]=[N:36]2, predict the reactants needed to synthesize it. The reactants are: [O:1]1[C:5]2[CH:6]=[CH:7][CH:8]=[CH:9][C:4]=2[CH:3]=[C:2]1[C:10]1[CH:19]=[CH:18][C:17]([O:20]C)=[C:16]2[C:11]=1[CH:12]=[CH:13][CH:14]=[N:15]2.[O:22]1[C:26]2[CH:27]=[CH:28][CH:29]=[CH:30][C:25]=2[CH:24]=[C:23]1[C:31]1[CH:40]=[CH:39][C:38]([OH:41])=[C:37]2[C:32]=1[CH:33]=[CH:34][CH:35]=[N:36]2.Br[CH2:43][C:44]#[N:45]. (3) Given the product [CH3:23][C:18]1([CH3:24])[C:19]([CH3:22])([CH3:21])[O:20][BH:16][O:17]1, predict the reactants needed to synthesize it. The reactants are: C(OC1C=CC(C=O)=C(Br)C=1OC)(=O)C.[B:16]1([B:16]2[O:20][C:19]([CH3:22])([CH3:21])[C:18]([CH3:24])([CH3:23])[O:17]2)[O:20][C:19]([CH3:22])([CH3:21])[C:18]([CH3:24])([CH3:23])[O:17]1. (4) Given the product [C:16]1([CH2:22][O:23][C:24]2[CH:29]=[CH:28][C:27]([C:30]3[CH2:35][CH2:34][N:33]([C:13]([CH:10]4[CH2:9][CH2:8][O:7][CH2:12][CH2:11]4)=[O:15])[CH2:32][CH:31]=3)=[CH:26][CH:25]=2)[CH:17]=[CH:18][CH:19]=[CH:20][CH:21]=1, predict the reactants needed to synthesize it. The reactants are: C(Cl)(=O)C(Cl)=O.[O:7]1[CH2:12][CH2:11][CH:10]([C:13]([OH:15])=O)[CH2:9][CH2:8]1.[C:16]1([CH2:22][O:23][C:24]2[CH:29]=[CH:28][C:27]([C:30]3[CH2:31][CH2:32][NH:33][CH2:34][CH:35]=3)=[CH:26][CH:25]=2)[CH:21]=[CH:20][CH:19]=[CH:18][CH:17]=1.C(N(CC)CC)C. (5) Given the product [CH:10]1[C:22]2[N:21]([CH2:23][CH2:24][CH2:25][P:26](=[O:27])([OH:30])[OH:33])[C:20]3[C:15](=[CH:16][CH:17]=[CH:18][CH:19]=3)[C:14]=2[CH:13]=[CH:12][CH:11]=1, predict the reactants needed to synthesize it. The reactants are: C[Si](C[Si](Br)(C)C)(C)C.[CH:10]1[C:22]2[N:21]([CH2:23][CH2:24][CH2:25][P:26](=[O:33])([O:30]CC)[O:27]CC)[C:20]3[C:15](=[CH:16][CH:17]=[CH:18][CH:19]=3)[C:14]=2[CH:13]=[CH:12][CH:11]=1.